From a dataset of Forward reaction prediction with 1.9M reactions from USPTO patents (1976-2016). Predict the product of the given reaction. (1) Given the reactants [Cl:1][C:2]1[C:3]([CH3:12])=[CH:4][C:5]([N+:9]([O-:11])=[O:10])=[C:6]([NH2:8])[CH:7]=1.[Cl-].[NH4+].O=[CH:16][C@@H:17]([C@@H:19]([C@@H:21]([CH2:23][OH:24])[OH:22])[OH:20])[OH:18], predict the reaction product. The product is: [Cl:1][C:2]1[C:3]([CH3:12])=[CH:4][C:5]([N+:9]([O-:11])=[O:10])=[C:6]([NH:8][CH:16]2[CH:17]([OH:18])[CH:19]([OH:20])[CH:21]([OH:22])[CH2:23][O:24]2)[CH:7]=1. (2) Given the reactants [Br:1][C:2]1[CH:3]=[CH:4][C:5]2[O:9][C:8]([C:10](=[O:12])[NH2:11])=[C:7]([NH:13][C:14]([CH:16]3[CH2:19][N:18]([C:20]([O:22][C:23]([CH3:26])([CH3:25])[CH3:24])=[O:21])[CH2:17]3)=[O:15])[C:6]=2[CH:27]=1.[C:28](N1CC(C(O)=O)C1)(OC(C)(C)C)=[O:29], predict the reaction product. The product is: [Br:1][C:2]1[CH:3]=[CH:4][C:5]2[O:9][C:8]([C:10](=[O:12])[NH2:11])=[C:7]([NH:13][C:14]([CH:16]3[O:29][CH2:28][CH2:17][N:18]([C:20]([O:22][C:23]([CH3:24])([CH3:26])[CH3:25])=[O:21])[CH2:19]3)=[O:15])[C:6]=2[CH:27]=1. (3) Given the reactants [O:1]=[C:2]1[CH2:10][C:9]2[C:4](=[CH:5][C:6]([CH2:11][C:12]3[CH:13]=[C:14]([NH:18][C:19]([C:21]4[N:22]([CH3:27])[N:23]=[C:24]([CH3:26])[CH:25]=4)=[O:20])[CH:15]=[CH:16][CH:17]=3)=[CH:7][CH:8]=2)[NH:3]1.[CH:28](OCC)=[O:29].[O-]CC.[Na+].Cl, predict the reaction product. The product is: [OH:29][CH:28]=[C:10]1[C:9]2[C:4](=[CH:5][C:6]([CH2:11][C:12]3[CH:13]=[C:14]([NH:18][C:19]([C:21]4[N:22]([CH3:27])[N:23]=[C:24]([CH3:26])[CH:25]=4)=[O:20])[CH:15]=[CH:16][CH:17]=3)=[CH:7][CH:8]=2)[NH:3][C:2]1=[O:1]. (4) Given the reactants [N:1]([CH2:4][C:5]1[CH:10]=[CH:9][CH:8]=[CH:7][C:6]=1[C:11]1[N:12]=[N:13][S:14][CH:15]=1)=[N+]=[N-].C1(P(C2C=CC=CC=2)C2C=CC=CC=2)C=CC=CC=1.O, predict the reaction product. The product is: [S:14]1[CH:15]=[C:11]([C:6]2[CH:7]=[CH:8][CH:9]=[CH:10][C:5]=2[CH2:4][NH2:1])[N:12]=[N:13]1. (5) Given the reactants [O:1]=[S:2]1(=[O:12])[CH2:7][CH2:6][N:5]([CH2:8][C:9]([OH:11])=O)[CH2:4][CH2:3]1.[F:13][C:14]1[CH:15]=[C:16]([C@@H:21]([CH:35]2[CH2:40][CH2:39][N:38]([S:41]([CH3:44])(=[O:43])=[O:42])[CH2:37][CH2:36]2)[CH2:22][CH2:23][N:24]2[CH2:29][CH2:28][CH:27]([NH:30][CH2:31][CH:32]([CH3:34])[CH3:33])[CH2:26][CH2:25]2)[CH:17]=[C:18]([F:20])[CH:19]=1, predict the reaction product. The product is: [F:20][C:18]1[CH:17]=[C:16]([C@@H:21]([CH:35]2[CH2:40][CH2:39][N:38]([S:41]([CH3:44])(=[O:42])=[O:43])[CH2:37][CH2:36]2)[CH2:22][CH2:23][N:24]2[CH2:29][CH2:28][CH:27]([N:30]([CH2:31][CH:32]([CH3:33])[CH3:34])[C:9](=[O:11])[CH2:8][N:5]3[CH2:4][CH2:3][S:2](=[O:1])(=[O:12])[CH2:7][CH2:6]3)[CH2:26][CH2:25]2)[CH:15]=[C:14]([F:13])[CH:19]=1. (6) Given the reactants Cl[C:2]1[N:7]=[C:6]([NH:8][C:9]2[CH:14]=[CH:13][C:12]([O:15][CH3:16])=[CH:11][CH:10]=2)[N:5]=[C:4]([NH:17][CH:18]2[NH:22][C:21](=[O:23])[N:20]([CH3:24])[C:19]2=[O:25])[N:3]=1.[CH3:26][O:27][C:28]1[CH:34]=[CH:33][C:31]([NH2:32])=[CH:30][CH:29]=1.C(=O)([O-])[O-].[K+].[K+], predict the reaction product. The product is: [CH3:26][O:27][C:28]1[CH:34]=[CH:33][C:31]([NH:32][C:2]2[N:7]=[C:6]([NH:8][C:9]3[CH:14]=[CH:13][C:12]([O:15][CH3:16])=[CH:11][CH:10]=3)[N:5]=[C:4]([NH:17][CH:18]3[NH:22][C:21](=[O:23])[N:20]([CH3:24])[C:19]3=[O:25])[N:3]=2)=[CH:30][CH:29]=1. (7) The product is: [C:9]([CH:11]([C:12]([O:14][CH2:15][CH3:16])=[O:13])[CH:19]([O-:20])[C:18]([F:25])([F:24])[F:17])#[N:10].[Na+:4]. Given the reactants [O-]CC.[Na+:4].[Na].CCO.[C:9]([CH2:11][C:12]([O:14][CH2:15][CH3:16])=[O:13])#[N:10].[F:17][C:18]([F:25])([F:24])[C:19](OCC)=[O:20], predict the reaction product. (8) Given the reactants [Cl:1][C:2]1[C:3]([F:15])=[C:4](I)[C:5]([O:11][CH2:12][CH3:13])=[C:6]([C:8](=[O:10])[CH3:9])[CH:7]=1.[CH3:16][C:17]1(C)C(C)(C)OB(C=C)O1.ClCCl.C(=O)([O-])[O-].[K+].[K+], predict the reaction product. The product is: [Cl:1][C:2]1[C:3]([F:15])=[C:4]([CH:16]=[CH2:17])[C:5]([O:11][CH2:12][CH3:13])=[C:6]([C:8](=[O:10])[CH3:9])[CH:7]=1. (9) Given the reactants [Cl:1][C:2]1[CH:7]=[CH:6][C:5]([C:8]2[C:14]3[C:15]([CH3:19])=[C:16]([CH3:18])[S:17][C:13]=3[N:12]3C(C)=NN=C3C(C)(C)N=2)=[CH:4][CH:3]=1.Cl.[NH2:27][C:28]1([C:32]([O:34]CC)=O)[CH2:31][CH2:30][CH2:29]1, predict the reaction product. The product is: [Cl:1][C:2]1[CH:3]=[CH:4][C:5]([C:8]2[C:14]3[C:15]([CH3:19])=[C:16]([CH3:18])[S:17][C:13]=3[NH:12][C:32](=[O:34])[C:28]3([CH2:29][CH2:30][CH2:31]3)[N:27]=2)=[CH:6][CH:7]=1. (10) Given the reactants ClC(=C)CO[C:5]1[CH:14]=[C:13]2[C:8]([C:9](C)=[CH:10][C:11](=[O:15])[O:12]2)=[CH:7][CH:6]=1.[C:18]([O:23][C:24](=[O:28])[CH2:25][CH2:26][CH3:27])(=O)[CH2:19][CH2:20][CH3:21].C(Cl)(Cl)[Cl:30], predict the reaction product. The product is: [Cl:30][C:6](=[CH2:7])[CH2:5][C:14]1[C:13]([O:12][C:11](=[O:15])[CH2:10][CH2:9][CH3:8])=[CH:21][CH:20]=[C:19]2[C:18]=1[O:23][C:24](=[O:28])[CH:25]=[C:26]2[CH3:27].